From a dataset of Reaction yield outcomes from USPTO patents with 853,638 reactions. Predict the reaction yield, written as a fraction of the theoretical maximum amount of product (1.0 means a 100% yield; for example, 0.34 means a 34% yield). (1) The reactants are [Br:1][C:2]1[CH:3]=[C:4]([C:7](=[O:12])C(Cl)(Cl)Cl)[NH:5][CH:6]=1.[NH3:13]. The catalyst is CC#N. The product is [Br:1][C:2]1[CH:3]=[C:4]([C:7]([NH2:13])=[O:12])[NH:5][CH:6]=1. The yield is 0.910. (2) The reactants are N(C(OCC)=O)=NC(OCC)=O.[OH:13][CH2:14][CH2:15][CH2:16][N:17]1[CH2:21][CH2:20][CH2:19][C@H:18]1[C:22]([NH2:24])=[O:23].[Br:25][C:26]1[CH:45]=[CH:44][C:29]([NH:30][C:31]2[C:40]3[C:35](=[CH:36][C:37](O)=[C:38]([O:41][CH3:42])[CH:39]=3)[N:34]=[CH:33][N:32]=2)=[C:28]([F:46])[CH:27]=1.C1(P(C2C=CC=CC=2)C2C=CC=CC=2)C=CC=CC=1.C(Cl)[Cl:67]. No catalyst specified. The product is [ClH:67].[Br:25][C:26]1[CH:45]=[CH:44][C:29]([NH:30][C:31]2[C:40]3[C:35](=[CH:36][C:37]([O:13][CH2:14][CH2:15][CH2:16][N:17]4[CH2:21][CH2:20][CH2:19][C@H:18]4[C:22](=[O:23])[NH2:24])=[C:38]([O:41][CH3:42])[CH:39]=3)[N:34]=[CH:33][N:32]=2)=[C:28]([F:46])[CH:27]=1. The yield is 0.470. (3) The reactants are [F:1][C:2]1[CH:7]=[CH:6][C:5]([C:8]2[C:17]3[C:12](=[N:13][C:14]([C:18]([F:21])([F:20])[F:19])=[CH:15][CH:16]=3)[N:11]=[CH:10][CH:9]=2)=[CH:4][C:3]=1OS(C(F)(F)F)(=O)=O.C([Sn](CCCC)(CCCC)[C:35]1[CH:40]=[N:39][CH:38]=[CH:37][N:36]=1)CCC. No catalyst specified. The product is [F:1][C:2]1[CH:3]=[CH:4][C:5]([C:8]2[CH:9]=[CH:10][N:11]=[C:12]3[C:17]=2[CH:16]=[CH:15][C:14]([C:18]([F:20])([F:19])[F:21])=[N:13]3)=[CH:6][C:7]=1[C:35]1[CH:40]=[N:39][CH:38]=[CH:37][N:36]=1. The yield is 0.330. (4) The reactants are [CH2:1]([N:8]1[C:16]2[C:11](=[CH:12][CH:13]=[CH:14][CH:15]=2)[C@:10]2([CH2:18][C@H:17]2[C:19]2[CH:27]=[C:26]3[C:22]([CH:23]=[N:24][N:25]3[CH2:28][C:29]3[CH:34]=[CH:33][CH:32]=[CH:31][CH:30]=3)=[CH:21][CH:20]=2)[C:9]1=[O:35])C1C=CC=CC=1.CS(O[C@@H](C1C=C2C(C=NN2CC2C=CC=CC=2)=CC=1)COS(C)(=O)=O)(=O)=O.CN1C2C(=CC=CC=2)CC1=O. No catalyst specified. The product is [CH2:28]([N:25]1[C:26]2[C:22](=[CH:21][CH:20]=[C:19]([C@H:17]3[C@@:10]4([C:11]5[C:16](=[CH:15][CH:14]=[CH:13][CH:12]=5)[N:8]([CH3:1])[C:9]4=[O:35])[CH2:18]3)[CH:27]=2)[CH:23]=[N:24]1)[C:29]1[CH:30]=[CH:31][CH:32]=[CH:33][CH:34]=1. The yield is 0.840. (5) The product is [C:6]([C:7]1[CH:13]=[CH:12][C:10]([NH2:11])=[CH:9][CH:8]=1)#[CH:5]. The reactants are C[Si]([C:5]#[C:6][C:7]1[CH:13]=[CH:12][C:10]([NH2:11])=[CH:9][CH:8]=1)(C)C.C(=O)([O-])[O-].[K+].[K+].CO.CCCCCC. The yield is 0.740. The catalyst is CCOCC. (6) The reactants are O1CCCC1.[O:6]([CH2:13][C:14]1[CH:19]=[CH:18][C:17]([CH2:20][C:21](Cl)=[N:22][OH:23])=[CH:16][CH:15]=1)[C:7]1[CH:12]=[CH:11][CH:10]=[CH:9][CH:8]=1.[C:25]([C:27]1[C:28]([NH2:33])=[N:29][CH:30]=[CH:31][CH:32]=1)#[CH:26].C(N(CC)CC)C. The catalyst is O. The product is [O:6]([CH2:13][C:14]1[CH:19]=[CH:18][C:17]([CH2:20][C:21]2[CH:26]=[C:25]([C:27]3[C:28]([NH2:33])=[N:29][CH:30]=[CH:31][CH:32]=3)[O:23][N:22]=2)=[CH:16][CH:15]=1)[C:7]1[CH:12]=[CH:11][CH:10]=[CH:9][CH:8]=1. The yield is 0.200.